From a dataset of Forward reaction prediction with 1.9M reactions from USPTO patents (1976-2016). Predict the product of the given reaction. (1) Given the reactants [NH:1]1[C:5]2[CH:6]=[CH:7][CH:8]=[CH:9][C:4]=2[N:3]=[C:2]1[C:10]1[C:11]([NH2:15])=[N:12][O:13][N:14]=1.[H-].[Na+].[CH3:18][Si:19]([CH3:26])([CH3:25])[CH2:20][CH2:21][O:22][CH2:23]Cl, predict the reaction product. The product is: [CH3:18][Si:19]([CH3:26])([CH3:25])[CH2:20][CH2:21][O:22][CH2:23][N:3]1[C:4]2[CH:9]=[CH:8][CH:7]=[CH:6][C:5]=2[N:1]=[C:2]1[C:10]1[C:11]([NH2:15])=[N:12][O:13][N:14]=1. (2) Given the reactants [H-].[Na+].C([O:5][C:6](=[O:16])[CH2:7]P(OCC)(OCC)=O)C.[O:17]=[C:18]1[N:29]([C@H:30]2[CH2:35][CH2:34][CH2:33][C@H:32]([CH:36]=O)[CH2:31]2)[C:21]2=[C:22]3[CH:28]=[CH:27][NH:26][C:23]3=[N:24][CH:25]=[C:20]2[NH:19]1.O, predict the reaction product. The product is: [O:17]=[C:18]1[N:29]([C@H:30]2[CH2:35][CH2:34][CH2:33][C@H:32](/[CH:36]=[CH:7]/[C:6]([OH:5])=[O:16])[CH2:31]2)[C:21]2=[C:22]3[CH:28]=[CH:27][NH:26][C:23]3=[N:24][CH:25]=[C:20]2[NH:19]1. (3) Given the reactants [NH2:1][N:2]1[C:6]([C:7]2[CH:12]=[CH:11][CH:10]=[CH:9][C:8]=2[O:13][CH3:14])=[N:5][N:4]=[C:3]1[SH:15].Br[CH2:17][C:18]([C:20]1[CH:25]=[CH:24][C:23]([CH3:26])=[C:22]([N+:27]([O-:29])=[O:28])[CH:21]=1)=O, predict the reaction product. The product is: [CH3:14][O:13][C:8]1[CH:9]=[CH:10][CH:11]=[CH:12][C:7]=1[C:6]1[N:2]2[C:3]([S:15][CH2:17][C:18]([C:20]3[CH:25]=[CH:24][C:23]([CH3:26])=[C:22]([N+:27]([O-:29])=[O:28])[CH:21]=3)=[N:1]2)=[N:4][N:5]=1. (4) Given the reactants [CH2:1]([N:8]([CH2:14][C:15]1[CH:16]=[C:17]([CH:21]=[CH:22][C:23]=1[Br:24])[C:18]([OH:20])=O)[C:9]([CH:11]1[CH2:13][CH2:12]1)=[O:10])[C:2]1[CH:7]=[CH:6][CH:5]=[CH:4][CH:3]=1.[C:25]([NH2:29])([CH3:28])([CH3:27])[CH3:26], predict the reaction product. The product is: [CH2:1]([N:8]([CH2:14][C:15]1[CH:16]=[C:17]([CH:21]=[CH:22][C:23]=1[Br:24])[C:18]([NH:29][C:25]([CH3:28])([CH3:27])[CH3:26])=[O:20])[C:9]([CH:11]1[CH2:12][CH2:13]1)=[O:10])[C:2]1[CH:3]=[CH:4][CH:5]=[CH:6][CH:7]=1. (5) Given the reactants [CH3:1][NH:2][CH:3]1[CH:8]([CH3:9])[CH2:7][N:6](C(OCC)=O)[CH2:5][CH:4]1[CH3:15], predict the reaction product. The product is: [CH3:1][NH:2][CH:3]1[CH:8]([CH3:9])[CH2:7][NH:6][CH2:5][CH:4]1[CH3:15]. (6) Given the reactants [CH3:1][O:2][C:3]1[C:4]([CH2:16][O:17][C:18]2[CH:23]=[CH:22][C:21]([C:24]3[CH:28]=[CH:27][NH:26][N:25]=3)=[CH:20][C:19]=2[CH3:29])=[C:5]([N:9]2[C:13](=[O:14])[N:12]([CH3:15])[N:11]=[N:10]2)[CH:6]=[CH:7][CH:8]=1.CN(C)C=O.[H-].[Na+].[CH2:37](Br)[CH:38]([CH3:40])[CH3:39], predict the reaction product. The product is: [CH3:1][O:2][C:3]1[C:4]([CH2:16][O:17][C:18]2[CH:23]=[CH:22][C:21]([C:24]3[CH:28]=[CH:27][N:26]([CH2:37][CH:38]([CH3:40])[CH3:39])[N:25]=3)=[CH:20][C:19]=2[CH3:29])=[C:5]([N:9]2[C:13](=[O:14])[N:12]([CH3:15])[N:11]=[N:10]2)[CH:6]=[CH:7][CH:8]=1. (7) Given the reactants [C:1]([NH:4][C:5]([CH2:16][C:17](=O)[C:18]1[CH:23]=[CH:22][C:21]([O:24][C:25]2[CH:30]=[CH:29][CH:28]=[CH:27][CH:26]=2)=[CH:20][CH:19]=1)([C:11]([O:13][CH2:14][CH3:15])=[O:12])[C:6]([O:8][CH2:9][CH3:10])=[O:7])(=[O:3])[CH3:2].[SiH](CC)(CC)CC, predict the reaction product. The product is: [C:1]([NH:4][C:5]([CH2:16][CH2:17][C:18]1[CH:23]=[CH:22][C:21]([O:24][C:25]2[CH:26]=[CH:27][CH:28]=[CH:29][CH:30]=2)=[CH:20][CH:19]=1)([C:11]([O:13][CH2:14][CH3:15])=[O:12])[C:6]([O:8][CH2:9][CH3:10])=[O:7])(=[O:3])[CH3:2].